This data is from Peptide-MHC class I binding affinity with 185,985 pairs from IEDB/IMGT. The task is: Regression. Given a peptide amino acid sequence and an MHC pseudo amino acid sequence, predict their binding affinity value. This is MHC class I binding data. (1) The peptide sequence is FFPDHQLDPA. The MHC is Patr-A0901 with pseudo-sequence Patr-A0901. The binding affinity (normalized) is 0.334. (2) The peptide sequence is QMVTTTNPL. The binding affinity (normalized) is 0.0242. The MHC is HLA-A24:02 with pseudo-sequence HLA-A24:02. (3) The binding affinity (normalized) is 0.142. The MHC is HLA-B40:01 with pseudo-sequence HLA-B40:01. The peptide sequence is WEAWWTEYW. (4) The peptide sequence is HWMDATFNI. The MHC is HLA-A02:03 with pseudo-sequence HLA-A02:03. The binding affinity (normalized) is 0.0847. (5) The peptide sequence is FPRCRYVHK. The MHC is HLA-A02:12 with pseudo-sequence HLA-A02:12. The binding affinity (normalized) is 0.0847. (6) The MHC is HLA-A03:01 with pseudo-sequence HLA-A03:01. The peptide sequence is VCPLGLLLK. The binding affinity (normalized) is 0.198. (7) The MHC is HLA-A68:02 with pseudo-sequence HLA-A68:02. The peptide sequence is ALYLLDGLR. The binding affinity (normalized) is 0.0847.